Dataset: Experimentally validated miRNA-target interactions with 360,000+ pairs, plus equal number of negative samples. Task: Binary Classification. Given a miRNA mature sequence and a target amino acid sequence, predict their likelihood of interaction. (1) The miRNA is hsa-miR-4764-3p with sequence UUAACUCCUUUCACACCCAUGG. The protein sequence of the target gene is MFNGEPGPASAGASRNVVRSSSISGEICGSQQAGGGAGTTTAKKRRSSLGAKMVAIVGLTQWSKSTLQLPQPEGATKKLRSNIRRSTETGIAVEMRSRVTRQGSRESTDGSTNSNSSEGTFIFPTRLGAESQFSDFLDGLGPAQIVGRQTLATPPMGDVHIAIMDRSGQLEVEVIEARGLTPKPGSKSLPATYIKAYLLENGACVAKKKTKVAKKTCDPLYQQALLFDEGPQGKVLQVIVWGDYGRMDHKCFMGMAQIMLDELDLSAAVTGWYKLFPTSSVADSTLGSLTRRLSQSSLES.... Result: 0 (no interaction). (2) The miRNA is cel-miR-792-3p with sequence UUGAAAUCUCUUCAACUUUCAGA. The protein sequence of the target gene is MEDAGGGEETPAPEAPHPPQLAPPEEQGLLFQEETIDLGGDEFGSEENETASEGSSPLADKLNEHMMESVLISDSPNSEGDAGDLGRVRDEAEPGGEGDPGPEPAGTPSPSGEADGDCAPEDAAPSSGGAPRQDAAREVPGSEAARPEQEPPVAEPVPVCTIFSQRAPPASGDGFEPQMVKSPSFGGASEASARTPPQVVQPSPSLSTFFGDTAASHSLASDFFDSFTTSAFISVSNPGAGSPAPASPPPLAVPGTEGRPEPVAMRGPQAAAPPASPEPFAHIQAVFAGSDDPFATALSM.... Result: 0 (no interaction). (3) The protein sequence of the target gene is MVKMTKSKTFQAYLPHCHRTYSCIHCRAHLANHDELISKSFQGSQGRAYLFNSVVNVGCGPAEERVLLTGLHAVADIYCENCKTTLGWKYEHAFESSQKYKEGKFIIELAHMIKDNGW. The miRNA is hsa-miR-4475 with sequence CAAGGGACCAAGCAUUCAUUAU. Result: 0 (no interaction). (4) The miRNA is mmu-miR-344-3p with sequence UGAUCUAGCCAAAGCCUGACUGU. The protein sequence of the target gene is MDIPISSRDFRGLQLACVALGLVAGSIIIGISVSKAAAAMGGVFIGAAVLGLLILAYPFLKARFNLDHILPTIGSLRIHPHPGADHGEGRSSTNGNKEGARSSLSTVSRTLEKLKPGTRGAEEC. Result: 0 (no interaction). (5) The miRNA is mmu-miR-17-3p with sequence ACUGCAGUGAGGGCACUUGUAG. The protein sequence of the target gene is MAEEGAVAVCVRVRPLNSREESLGETAQVYWKTDNNVIYQVDGSKSFNFDRVFHGNETTKNVYEEIAAPIIDSAIQGYNGTIFAYGQTASGKTYTMMGSEDHLGVIPRAIHDIFQKIKKFPDREFLLRVSYMEIYNETITDLLCGTQKMKPLIIREDVNRNVYVADLTEEVVYTSEMALKWITKGEKSRHYGETKMNQRSSRSHTIFRMILESREKGEPSNCEGSVKVSHLNLVDLAGSERAAQTGAAGVRLKEGCNINRSLFILGQVIKKLSDGQVGGFINYRDSKLTRILQNSLGGNA.... Result: 0 (no interaction). (6) The miRNA is hsa-miR-6779-3p with sequence AAGCCCUGUCUCCUCCCAUCU. The protein sequence of the target gene is MGPCSGSRLGPPEAESPSQPPKRRKKRYLRHDKPPYTYLAMIALVIQAAPSRRLKLAQIIRQVQAVFPFFREDYEGWKDSIRHNLSSNRCFRKVPKDPAKPQAKGNFWAVDVSLIPAEALRLQNTALCRRWQNGGARGAFAKDLGPYVLHGRPYRPPSPPPPPSEGFSIKSLLGGSGEGAPWPGLAPQSSPVPAGTGNSGEEAVPTPPLPSSERPLWPLCPLPGPTRVEGETVQGGAIGPSTLSPEPRAWPLHLLQGTAVPGGRSSGGHRASLWGQLPTSYLPIYTPNVVMPLAPPPTSC.... Result: 1 (interaction). (7) The miRNA is hsa-miR-3650 with sequence AGGUGUGUCUGUAGAGUCC. The protein sequence of the target gene is MAAGAGARPAPRWVKALGEPLSAAQLRRLEEHRYTAVGESLFEPPLQLYWTWLLQWIPLWMAPNTITLIGLAINLVTTLVLIFYCPTVTEEAPYWTYLLCALGLFIYQSLDAIDGKQARRTNSCSPLGELFDHGCDSLSTVFMAIGASIAVRLGTHPDWLFFCSFVGMFMFYCAHWQTYVSGVLRFGRVDVTEIQVALVIVFMLSTFGGATMWDYTIPILEIKLKIVPVLGVVGGLIFSCSNYFHVILHGGVGKNGSTIAGTSVLSPGLHIGLIIILAIMIYKKSATNMFEKHPCLYTLM.... Result: 0 (no interaction). (8) The miRNA is hsa-miR-3667-5p with sequence AAAGACCCAUUGAGGAGAAGGU. The protein sequence of the target gene is MDIGVHVLGSVTSNENESLGLKELIGTKQDRSGFIGEDCLQRSLKLARTTTRAEEEENLSSSVAAAYCKTMSFHQGIPLMRSASPLSSDSRRQEQMLSFSDKPDALDFSKYVGLDNSSNNKNSLSPFLHQIPPPSYFRSSGGYGSGGMMMNMSMQGNFTGVKGPFTLTQWAELEQQALIYKYITANVPVPSSLLISIKKSFYPYGSLPPSSFGWGTFHLGFAGGNMDPEPGRCRRTDGKKWRCSRDAVPDQKYCERHINRGRHRSRKPVEVQSGQNQTAAAASKAVTTPQQPVVAGNTNR.... Result: 0 (no interaction). (9) The miRNA is rno-miR-181d-3p with sequence CCACCGGGGGAUGAAUGUCA. The protein sequence of the target gene is MSVEGLLSEVKHFNAHHLDAALGEQLFYGGKRVFSDVKPGTSSGGDHGCKGGKSELKGAIHNAKHAADKALNKEGGEDVSKLREEHSALAKKVDDLASLVAELQLQLSTLRQGQTSSVAAPAAAPAAAKEEAAGDDDFDLFGSEDEEEDEEKKKVVEERLAAYAAKKATKAGPIAKSSVILDVKPWDDETDLGEMEKLVRSIEMDGLVWGGAKLIPIGYGIKKLQIITVIEDLKVSVDDLIEKITGDFEDHVQSVDIVAFNKI. Result: 0 (no interaction).